From a dataset of Reaction yield outcomes from USPTO patents with 853,638 reactions. Predict the reaction yield, written as a fraction of the theoretical maximum amount of product (1.0 means a 100% yield; for example, 0.34 means a 34% yield). (1) The reactants are C1C=C(Cl)C=C(C(OO)=[O:9])C=1.[C:12]1([CH3:37])[CH:17]=[CH:16][CH:15]=[C:14]([C:18]2[CH:19]=[N:20][C:21]([NH:24][C:25]3[O:26][C@:27]4([CH2:35][N:36]=3)[CH:32]3[CH2:33][CH2:34][N:29]([CH2:30][CH2:31]3)[CH2:28]4)=[N:22][CH:23]=2)[CH:13]=1. The catalyst is C1COCC1. The product is [C:12]1([CH3:37])[CH:17]=[CH:16][CH:15]=[C:14]([C:18]2[CH:19]=[N:20][C:21]([NH:24][C:25]3[O:26][C@:27]4([CH2:35][N:36]=3)[CH:32]3[CH2:31][CH2:30][N+:29]([O-:9])([CH2:34][CH2:33]3)[CH2:28]4)=[N:22][CH:23]=2)[CH:13]=1. The yield is 0.530. (2) The reactants are C(O[CH:5]=[CH2:6])(=O)C.BrBr.O=[C:10]([CH3:17])[CH2:11][C:12]([O:14][CH2:15][CH3:16])=[O:13].[NH3:18]. The catalyst is O. The product is [CH3:17][C:10]1[NH:18][CH:5]=[CH:6][C:11]=1[C:12]([O:14][CH2:15][CH3:16])=[O:13]. The yield is 0.350. (3) The yield is 0.710. The reactants are [Br:1][C:2]1[CH:10]=[C:9]2[C:5]([CH2:6][CH2:7][C:8]2=[O:11])=[CH:4][C:3]=1[F:12].C=O.F[C:16](F)(F)C([O-])=O.C[NH2+]C1C=CC=CC=1. The product is [Br:1][C:2]1[CH:10]=[C:9]2[C:5]([CH2:6][C:7](=[CH2:16])[C:8]2=[O:11])=[CH:4][C:3]=1[F:12]. The catalyst is C1COCC1. (4) The reactants are [C:1]([NH:8][C@H](C(O)=O)CC)([O:3][C:4]([CH3:7])([CH3:6])[CH3:5])=[O:2].O[N:16]1[C:21](=[O:22])[CH2:20][CH2:19][C:17]1=O.[CH2:23]1CCC(N=C=NC2CCCCC2)CC1. The catalyst is C(Cl)Cl. The product is [CH3:23][C@@H:20]([CH:19]([NH:8][C:1]([O:3][C:4]([CH3:7])([CH3:6])[CH3:5])=[O:2])[CH3:17])[C:21]([NH2:16])=[O:22]. The yield is 0.880. (5) The reactants are [CH3:1][C:2]1[C:6]([C:7]#[N:8])=[CH:5][NH:4][N:3]=1.C1C(=O)N([I:16])C(=O)C1. The catalyst is ClCCCl. The product is [I:16][C:5]1[NH:4][N:3]=[C:2]([CH3:1])[C:6]=1[C:7]#[N:8]. The yield is 0.210.